This data is from Experimentally validated miRNA-target interactions with 360,000+ pairs, plus equal number of negative samples. The task is: Binary Classification. Given a miRNA mature sequence and a target amino acid sequence, predict their likelihood of interaction. (1) The miRNA is hsa-miR-136-3p with sequence CAUCAUCGUCUCAAAUGAGUCU. The protein sequence of the target gene is MGERTLHAAVPTPGYPESESIMMAPICLVENQEEQLTVNSKALEILDKISQPVVVVAIVGLYRTGKSYLMNRLAGKRNGFPLGSTVQSETKGIWMWCVPHLSKPNHTLVLLDTEGLGDVEKSNPKNDSWIFALAVLLSSSFVYNSVSTINHQALEQLHYVTELAELIRAKSCPRPDEAEDSSEFASFFPDFIWTVRDFTLELKLDGNPITEDEYLENALKLIPGKNPKIQNSNMPRECIRHFFRKRKCFVFDRPTNDKQYLNHMDEVPEENLERHFLMQSDNFCSYIFTHAKTKTLREGI.... Result: 0 (no interaction). (2) The miRNA is mmu-miR-466b-3p with sequence AUACAUACACGCACACAUAAGA. The protein sequence of the target gene is MSTAAFHISSLLEKMTSSDKDFRFMATSDLMSELQKDSIQLDEDSERKVVKMLLRLLEDKNGEVQNLAVKCLGPLVVKVKEYQVETIVDTLCTNMRSDKEQLRDIAGIGLKTVLSELPPAATGSGLATNVCRKITGQLTSAIAQQEDVAVQLEALDILSDMLSRLGVPLGAFHASLLHCLLPQLSSPRLAVRKRAVGALGHLAAACSTDLFVELADHLLDRLPGPRVPTSPTAIRTLIQCLGSVGRQAGHRLGAHLDRLVPLVEDFCNLDDDELRESCLQAFEAFLRKCPKEMGPHVPNV.... Result: 0 (no interaction). (3) The miRNA is mmu-miR-7053-3p with sequence CUCCUGUGUCUCCUUCCCCAG. The protein sequence of the target gene is MSLKWTSVFLLIQLSCYFSSGSCGKVLVWPTEYSHWINMKTILEELVQRGHEVTVLTSSASTLVNASKSSAIKLEVYPTSLTKNYLEDSLLKILDRWIYGVSKNTFWSYFSQLQELCWEYYDYSNKLCKDAVLNKKLMMKLQESKFDVILADALNPCGELLAELFNIPFLYSLRFSVGYTFEKNGGGFLFPPSYVPVVMSELSDQMIFMERIKNMIHMLYFDFWFQIYDLKKWDQFYSEVLGRPTTLFETMGKAEMWLIRTYWDFEFPRPFLPNVDFVGGLHCKPAKPLPKEMEEFVQSS.... Result: 0 (no interaction). (4) The miRNA is hsa-miR-155-5p with sequence UUAAUGCUAAUCGUGAUAGGGGUU. The protein sequence of the target gene is MMKSQGLVSFKDVAVDFTQEEWQQLDPSQRTLYRDVMLENYSHLVSMGYPVSKPDVISKLEQGEEPWIIKGDISNWIYPDEYQADGRQDRKSNLHNSQSCILGTVSFHHKILKGVTRDGSLCSILKVCQGDGQLQRFLENQDKLFRQVTFVNSKTVTEASGHKYNPLGKIFQECIETDISIQRFHKYDAFKKNLKPNIDLPSCYKSNSRKKPDQSFGGGKSSSQSEPNSNLEKIHNGVIPFDDNQCGNVFRNTQSLIQYQNVETKEKSCVCVTCGKAFAKKSQLIVHQRIHTGKKPYDCG.... Result: 1 (interaction).